From a dataset of NCI-60 drug combinations with 297,098 pairs across 59 cell lines. Regression. Given two drug SMILES strings and cell line genomic features, predict the synergy score measuring deviation from expected non-interaction effect. Drug 1: C1=C(C(=O)NC(=O)N1)F. Drug 2: CNC(=O)C1=NC=CC(=C1)OC2=CC=C(C=C2)NC(=O)NC3=CC(=C(C=C3)Cl)C(F)(F)F. Cell line: OVCAR3. Synergy scores: CSS=44.3, Synergy_ZIP=-2.16, Synergy_Bliss=-4.01, Synergy_Loewe=-9.71, Synergy_HSA=-6.11.